This data is from Forward reaction prediction with 1.9M reactions from USPTO patents (1976-2016). The task is: Predict the product of the given reaction. Given the reactants [F:1][C:2]1[C:7]([C:8]2([CH3:13])[O:12][CH2:11][CH2:10][O:9]2)=[CH:6][CH:5]=[CH:4][C:3]=1[C:14]1[CH:19]=[CH:18][N:17]=[CH:16][CH:15]=1.I[CH2:21][CH3:22], predict the reaction product. The product is: [CH2:21]([N:17]1[CH2:16][CH:15]=[C:14]([C:3]2[CH:4]=[CH:5][CH:6]=[C:7]([C:8]3([CH3:13])[O:9][CH2:10][CH2:11][O:12]3)[C:2]=2[F:1])[CH2:19][CH2:18]1)[CH3:22].